Task: Predict the product of the given reaction.. Dataset: Forward reaction prediction with 1.9M reactions from USPTO patents (1976-2016) (1) Given the reactants Cl[C:2]1[C:3]([C:26]2[CH:31]=[CH:30][CH:29]=[C:28]([NH:32][CH2:33][CH:34]3[CH2:39][CH2:38][O:37][CH2:36][CH2:35]3)[N:27]=2)=[CH:4][C:5]([NH:8][C:9]([CH:11]2[CH2:16][CH2:15][C:14]([CH3:18])([CH3:17])[N:13](CC3C=CC=CC=3)[CH2:12]2)=[O:10])=[N:6][CH:7]=1.C([O-])=O.[NH4+], predict the reaction product. The product is: [O:37]1[CH2:38][CH2:39][CH:34]([CH2:33][NH:32][C:28]2[N:27]=[C:26]([C:3]3[CH:2]=[CH:7][N:6]=[C:5]([NH:8][C:9]([CH:11]4[CH2:16][CH2:15][C:14]([CH3:18])([CH3:17])[NH:13][CH2:12]4)=[O:10])[CH:4]=3)[CH:31]=[CH:30][CH:29]=2)[CH2:35][CH2:36]1. (2) Given the reactants CN(C)C=O.Br[C:7]1[C:8]([F:18])=[C:9]([CH:12]=[C:13]([CH2:15][CH2:16][CH3:17])[CH:14]=1)[C:10]#[N:11].C(N(C(C)C)CC)(C)C.[CH:28]([C:30]1[CH:35]=[CH:34][N:33]=[CH:32][CH:31]=1)=[CH2:29], predict the reaction product. The product is: [F:18][C:8]1[C:7](/[CH:29]=[CH:28]/[C:30]2[CH:35]=[CH:34][N:33]=[CH:32][CH:31]=2)=[CH:14][C:13]([CH2:15][CH2:16][CH3:17])=[CH:12][C:9]=1[C:10]#[N:11]. (3) Given the reactants [NH2:1][C:2]1[CH:3]=[C:4]2[C:8](=[CH:9][CH:10]=1)[N:7]([C:11]1[CH:16]=[CH:15][C:14]([NH2:17])=[CH:13][CH:12]=1)[N:6]=[CH:5]2.[OH:18][CH2:19][CH2:20][O:21][C:22]1[CH:30]=[CH:29][C:25]([C:26](O)=[O:27])=[CH:24][CH:23]=1, predict the reaction product. The product is: [OH:18][CH2:19][CH2:20][O:21][C:22]1[CH:30]=[CH:29][C:25]([C:26]([NH:17][C:14]2[CH:15]=[CH:16][C:11]([N:7]3[C:8]4[C:4](=[CH:3][C:2]([NH:1][C:26](=[O:27])[C:25]5[CH:29]=[CH:30][C:22]([O:21][CH2:20][CH2:19][OH:18])=[CH:23][CH:24]=5)=[CH:10][CH:9]=4)[CH:5]=[N:6]3)=[CH:12][CH:13]=2)=[O:27])=[CH:24][CH:23]=1. (4) Given the reactants C([O:3][C:4]([C:6]1[C:14]2[C:9](=[CH:10][CH:11]=[CH:12][CH:13]=2)[N:8]([CH2:15][CH2:16][CH2:17][O:18][CH3:19])[CH:7]=1)=[O:5])C.[OH-].[Na+], predict the reaction product. The product is: [CH3:19][O:18][CH2:17][CH2:16][CH2:15][N:8]1[C:9]2[C:14](=[CH:13][CH:12]=[CH:11][CH:10]=2)[C:6]([C:4]([OH:5])=[O:3])=[CH:7]1.